Dataset: Peptide-MHC class II binding affinity with 134,281 pairs from IEDB. Task: Regression. Given a peptide amino acid sequence and an MHC pseudo amino acid sequence, predict their binding affinity value. This is MHC class II binding data. (1) The peptide sequence is YPFIEQEGPEFFDQE. The MHC is HLA-DQA10501-DQB10301 with pseudo-sequence HLA-DQA10501-DQB10301. The binding affinity (normalized) is 0.265. (2) The peptide sequence is NSRFSSWETVCDSLD. The MHC is DRB1_0401 with pseudo-sequence DRB1_0401. The binding affinity (normalized) is 0.408. (3) The peptide sequence is PSSASPWSWPDLDLK. The MHC is DRB1_1301 with pseudo-sequence DRB1_1301. The binding affinity (normalized) is 0.199.